Dataset: Catalyst prediction with 721,799 reactions and 888 catalyst types from USPTO. Task: Predict which catalyst facilitates the given reaction. (1) Reactant: [F:1][C:2]1[CH:7]=[CH:6][C:5]([NH:8][C:9]2[N:10]([CH3:26])[C:11]3[C:20]4[C:19](=[O:21])[NH:18][C:17]([CH:22]=[O:23])=[C:16]([CH3:24])[C:15]=4[CH:14]=[CH:13][C:12]=3[N:25]=2)=[C:4]([CH3:27])[CH:3]=1.[CH:28]([Mg]Br)=[CH2:29]. Product: [F:1][C:2]1[CH:7]=[CH:6][C:5]([NH:8][C:9]2[N:10]([CH3:26])[C:11]3[C:20]4[C:19](=[O:21])[NH:18][C:17]([CH:22]([OH:23])[CH:28]=[CH2:29])=[C:16]([CH3:24])[C:15]=4[CH:14]=[CH:13][C:12]=3[N:25]=2)=[C:4]([CH3:27])[CH:3]=1. The catalyst class is: 1. (2) Reactant: FC(F)(F)C(O)=O.[CH2:8]([O:10][C:11](=[O:37])/[CH:12]=[CH:13]/[C:14]1[CH:15]=[C:16]2[C:33](=[N:34][CH:35]=1)[NH:32][C:31](=[O:36])[C:18]1([CH2:23][CH2:22][N:21](C(OC(C)(C)C)=O)[CH2:20][CH2:19]1)[CH2:17]2)[CH3:9]. Product: [O:36]=[C:31]1[C:18]2([CH2:19][CH2:20][NH:21][CH2:22][CH2:23]2)[CH2:17][C:16]2[C:33](=[N:34][CH:35]=[C:14](/[CH:13]=[CH:12]/[C:11]([O:10][CH2:8][CH3:9])=[O:37])[CH:15]=2)[NH:32]1. The catalyst class is: 4. (3) Reactant: [F:1][C:2]1[CH:3]=[C:4]([CH2:9][C:10]([NH:12][CH:13]([CH2:17][CH2:18][CH3:19])[C:14]([OH:16])=O)=[O:11])[CH:5]=[C:6]([F:8])[CH:7]=1.[C:20]([C:23]1[S:27][C:26]([NH2:28])=[N:25][CH:24]=1)(=[O:22])[CH3:21].C1C=CC2N(O)N=NC=2C=1.CCN=C=NCCCN(C)C.Cl. Product: [C:20]([C:23]1[S:27][C:26]([NH:28][C:14](=[O:16])[CH:13]([NH:12][C:10](=[O:11])[CH2:9][C:4]2[CH:5]=[C:6]([F:8])[CH:7]=[C:2]([F:1])[CH:3]=2)[CH2:17][CH2:18][CH3:19])=[N:25][CH:24]=1)(=[O:22])[CH3:21]. The catalyst class is: 347. (4) Reactant: [N:1]1[CH:6]=[CH:5][CH:4]=[CH:3][C:2]=1[C:7]1[C:11]([NH2:12])=[CH:10][NH:9][N:8]=1.[F:13][C:14]1[CH:19]=[CH:18][CH:17]=[C:16]([F:20])[C:15]=1[N:21]=[C:22]=[O:23].[OH-].[K+]. Product: [F:13][C:14]1[CH:19]=[CH:18][CH:17]=[C:16]([F:20])[C:15]=1[NH:21][C:22]([NH:12][C:11]1[C:7]([C:2]2[CH:3]=[CH:4][CH:5]=[CH:6][N:1]=2)=[N:8][NH:9][CH:10]=1)=[O:23]. The catalyst class is: 1. (5) Reactant: [OH:1][CH2:2][C@@H:3]1[C@@H:7]([O:8][Si](C(C)C)(C(C)C)C(C)C)[CH2:6][C@H:5]([NH:19][C:20]2[C:25]([C:26]([C:28]3[S:29][CH:30]=[C:31]([CH2:33][CH2:34][C:35]4[CH:40]=[CH:39][CH:38]=[CH:37][CH:36]=4)[CH:32]=3)=[O:27])=[CH:24][N:23]=[CH:22][N:21]=2)[CH2:4]1.C(N(CC)CC)C.Cl[S:49]([NH2:52])(=[O:51])=[O:50].Cl. Product: [S:49](=[O:51])(=[O:50])([O:1][CH2:2][C@H:3]1[CH2:4][C@@H:5]([NH:19][C:20]2[C:25]([C:26]([C:28]3[S:29][CH:30]=[C:31]([CH2:33][CH2:34][C:35]4[CH:40]=[CH:39][CH:38]=[CH:37][CH:36]=4)[CH:32]=3)=[O:27])=[CH:24][N:23]=[CH:22][N:21]=2)[CH2:6][C@@H:7]1[OH:8])[NH2:52]. The catalyst class is: 3. (6) The catalyst class is: 5. Reactant: [CH3:1][C:2]([O:6][C@@H:7]([C:12]1[C:41]([CH3:42])=[N:40][C:39]2=[CH:43][C:36]3=[N:37][N:38]2[C:13]=1[N:14]1[CH2:48][CH2:47][C:17]([CH3:49])([O:18][CH2:19][CH2:20][CH2:21][CH2:22][C@H:23]([CH3:46])[O:24][C:25]2[CH:26]=[CH:27][C:28]([CH3:45])=[CH:29][C:30]=2[C:31]2[CH:44]=[C:35]3[CH:34]=[CH:33][CH:32]=2)[CH2:16][CH2:15]1)[C:8]([O:10]C)=[O:9])([CH2:4][CH3:5])[CH3:3].[OH-].[Na+]. Product: [CH3:1][C:2]([O:6][C@@H:7]([C:12]1[C:41]([CH3:42])=[N:40][C:39]2=[CH:43][C:36]3=[N:37][N:38]2[C:13]=1[N:14]1[CH2:15][CH2:16][C:17]([CH3:49])([O:18][CH2:19][CH2:20][CH2:21][CH2:22][C@H:23]([CH3:46])[O:24][C:25]2[CH:26]=[CH:27][C:28]([CH3:45])=[CH:29][C:30]=2[C:31]2[CH:44]=[C:35]3[CH:34]=[CH:33][CH:32]=2)[CH2:47][CH2:48]1)[C:8]([OH:10])=[O:9])([CH2:4][CH3:5])[CH3:3].